This data is from Forward reaction prediction with 1.9M reactions from USPTO patents (1976-2016). The task is: Predict the product of the given reaction. (1) Given the reactants [Cl:1][C:2]1[CH:7]=[CH:6][CH:5]=[C:4]([CH:8]2[CH2:10][CH2:9]2)[C:3]=1[C:11]([N:13]1[C:21]2[C:16](=[C:17]([F:22])[CH:18]=[CH:19][CH:20]=2)[C:15](I)=[N:14]1)=[O:12].CC1(C)C(C)(C)OB([C:32]2[CH2:37][CH2:36][CH:35]([C:38]([O:40][C:41]([CH3:44])([CH3:43])[CH3:42])=[O:39])[CH2:34][CH:33]=2)O1.C(=O)([O-])[O-].[Na+].[Na+], predict the reaction product. The product is: [Cl:1][C:2]1[CH:7]=[CH:6][CH:5]=[C:4]([CH:8]2[CH2:10][CH2:9]2)[C:3]=1[C:11]([N:13]1[C:21]2[C:16](=[C:17]([F:22])[CH:18]=[CH:19][CH:20]=2)[C:15]([C:32]2[CH2:37][CH2:36][CH:35]([C:38]([O:40][C:41]([CH3:44])([CH3:43])[CH3:42])=[O:39])[CH2:34][CH:33]=2)=[N:14]1)=[O:12]. (2) Given the reactants F[P-](F)(F)(F)(F)F.[N:8]1(OC(N(C)C)=[N+](C)C)[C:12]2N=CC=C[C:11]=2N=N1.[CH3:25][O:26][C:27]1[CH:32]=[CH:31][CH:30]=[CH:29][C:28]=1[C:33]1[C:41]2[C:36](=[N:37][CH:38]=[C:39]([C:42]3[CH:43]=[C:44]([C:51]([N:53]([CH3:55])[CH3:54])=[O:52])[CH:45]=[C:46]([CH:50]=3)[C:47](O)=[O:48])[CH:40]=2)[N:35](COCC[Si](C)(C)C)[N:34]=1.C(N)C.C(N(C(C)C)CC)(C)C, predict the reaction product. The product is: [CH2:12]([NH:8][C:47](=[O:48])[C:46]1[CH:50]=[C:42]([C:39]2[CH:40]=[C:41]3[C:33]([C:28]4[CH:29]=[CH:30][CH:31]=[CH:32][C:27]=4[O:26][CH3:25])=[N:34][NH:35][C:36]3=[N:37][CH:38]=2)[CH:43]=[C:44]([C:51]([N:53]([CH3:55])[CH3:54])=[O:52])[CH:45]=1)[CH3:11]. (3) Given the reactants [NH2:1][C:2]1[N:3]=[CH:4][C:5]([C:10]2[CH:11]=[C:12]([CH:23]=[CH:24][CH:25]=2)[C:13]([NH:15][CH2:16][C:17]2[CH:22]=[CH:21][CH:20]=[CH:19][CH:18]=2)=[O:14])=[N:6][C:7]=1[CH:8]=O.[NH:26]1[CH2:31][CH2:30][O:29][CH2:28][CH2:27]1.[BH-](O[C:42]([CH3:44])=O)(OC(C)=O)OC(C)=O.[Na+], predict the reaction product. The product is: [NH2:1][C:2]1[N:3]=[CH:4][C:5]([C:10]2[CH:11]=[C:12]([CH:23]=[CH:24][CH:25]=2)[C:13]([N:15]([CH2:16][C:17]2[CH:22]=[CH:21][CH:20]=[CH:19][CH:18]=2)[C:44]2[CH:42]=[CH:25][CH:10]=[CH:5][CH:4]=2)=[O:14])=[N:6][C:7]=1[CH2:8][N:26]1[CH2:31][CH2:30][O:29][CH2:28][CH2:27]1. (4) Given the reactants [CH3:1][O:2][C:3](=[O:26])[C:4]1[CH:9]=[CH:8][CH:7]=[CH:6][C:5]=1[CH2:10][S:11][C:12]1[N:16]([CH2:17][CH2:18][OH:19])[C:15]2[CH:20]=[C:21]([CH3:25])[C:22]([CH3:24])=[CH:23][C:14]=2[N:13]=1.CCOC(/N=N/C(OCC)=O)=O.[C:39]1(O)[CH:44]=[CH:43][CH:42]=[CH:41][CH:40]=1, predict the reaction product. The product is: [CH3:1][O:2][C:3](=[O:26])[C:4]1[CH:9]=[CH:8][CH:7]=[CH:6][C:5]=1[CH2:10][S:11][C:12]1[N:16]([CH2:17][CH2:18][O:19][C:39]2[CH:44]=[CH:43][CH:42]=[CH:41][CH:40]=2)[C:15]2[CH:20]=[C:21]([CH3:25])[C:22]([CH3:24])=[CH:23][C:14]=2[N:13]=1. (5) Given the reactants [CH2:1]([N:5]1[CH:14]([C:15]2[CH:22]=[CH:21][C:18]([C:19]#[N:20])=[CH:17][CH:16]=2)[C:13]2[C:12](=[O:23])[CH2:11][CH2:10][CH2:9][C:8]=2[N:7]([C:24]2[CH:29]=[CH:28][CH:27]=[C:26]([C:30]([F:33])([F:32])[F:31])[CH:25]=2)[C:6]1=[O:34])[CH2:2]CC.BrC[CH2:37][O:38]C, predict the reaction product. The product is: [F:32][C:30]([F:33])([F:31])[C:26]1[CH:25]=[C:24]([N:7]2[C:8]3[CH2:9][CH2:10][CH2:11][C:12](=[O:23])[C:13]=3[CH:14]([C:15]3[CH:22]=[CH:21][C:18]([C:19]#[N:20])=[CH:17][CH:16]=3)[N:5]([CH2:1][CH2:2][O:38][CH3:37])[C:6]2=[O:34])[CH:29]=[CH:28][CH:27]=1.